This data is from Retrosynthesis with 50K atom-mapped reactions and 10 reaction types from USPTO. The task is: Predict the reactants needed to synthesize the given product. (1) Given the product c1cc2nonc2cc1CCN1CCNCC1, predict the reactants needed to synthesize it. The reactants are: CC(C)(C)OC(=O)N1CCN(CCc2ccc3nonc3c2)CC1. (2) Given the product N#Cc1cccc(F)c1N1CCCCC1, predict the reactants needed to synthesize it. The reactants are: C1CCNCC1.N#Cc1cccc(F)c1F. (3) Given the product CSc1ccc(C(=O)O[C@@H](Cc2c(Cl)c[n+]([O-])cc2Cl)c2ccc(OC(F)F)c(OCC3CC3)c2)cc1N(CCN1CCOCC1)S(C)(=O)=O, predict the reactants needed to synthesize it. The reactants are: CSc1ccc(C(=O)O[C@@H](Cc2c(Cl)c[n+]([O-])cc2Cl)c2ccc(OC(F)F)c(OCC3CC3)c2)cc1NS(C)(=O)=O.ClCCN1CCOCC1. (4) Given the product CCS(=O)(=O)N1CCC(c2c[nH]c3c(C(N)=O)cc(-c4ccc(CNCC5CC5)s4)cc23)CC1, predict the reactants needed to synthesize it. The reactants are: CCS(=O)(=O)N1CCC(c2c[nH]c3c(C(N)=O)cc(Br)cc23)CC1.OB(O)c1ccc(CNCC2CC2)s1. (5) Given the product CC(=O)Nc1c(C)ccc(N)c1C, predict the reactants needed to synthesize it. The reactants are: CC(=O)Nc1c(C)ccc([N+](=O)[O-])c1C. (6) Given the product Nc1ccc(-c2nc(-c3cccnc3)no2)cc1, predict the reactants needed to synthesize it. The reactants are: O=[N+]([O-])c1ccc(-c2nc(-c3cccnc3)no2)cc1.